From a dataset of NCI-60 drug combinations with 297,098 pairs across 59 cell lines. Regression. Given two drug SMILES strings and cell line genomic features, predict the synergy score measuring deviation from expected non-interaction effect. (1) Drug 1: CC1C(C(=O)NC(C(=O)N2CCCC2C(=O)N(CC(=O)N(C(C(=O)O1)C(C)C)C)C)C(C)C)NC(=O)C3=C4C(=C(C=C3)C)OC5=C(C(=O)C(=C(C5=N4)C(=O)NC6C(OC(=O)C(N(C(=O)CN(C(=O)C7CCCN7C(=O)C(NC6=O)C(C)C)C)C)C(C)C)C)N)C. Drug 2: C1=NC2=C(N1)C(=S)N=CN2. Cell line: HS 578T. Synergy scores: CSS=29.0, Synergy_ZIP=-10.1, Synergy_Bliss=-0.965, Synergy_Loewe=-1.26, Synergy_HSA=-0.586. (2) Drug 1: CC1OCC2C(O1)C(C(C(O2)OC3C4COC(=O)C4C(C5=CC6=C(C=C35)OCO6)C7=CC(=C(C(=C7)OC)O)OC)O)O. Drug 2: C1CC(C1)(C(=O)O)C(=O)O.[NH2-].[NH2-].[Pt+2]. Cell line: HCT116. Synergy scores: CSS=69.2, Synergy_ZIP=-3.03, Synergy_Bliss=-0.892, Synergy_Loewe=-13.9, Synergy_HSA=3.33. (3) Drug 1: C1=CC(=C2C(=C1NCCNCCO)C(=O)C3=C(C=CC(=C3C2=O)O)O)NCCNCCO. Drug 2: CC(C)(C#N)C1=CC(=CC(=C1)CN2C=NC=N2)C(C)(C)C#N. Cell line: COLO 205. Synergy scores: CSS=35.7, Synergy_ZIP=1.84, Synergy_Bliss=1.48, Synergy_Loewe=-14.8, Synergy_HSA=0.466. (4) Drug 1: CC1=C2C(C(=O)C3(C(CC4C(C3C(C(C2(C)C)(CC1OC(=O)C(C(C5=CC=CC=C5)NC(=O)OC(C)(C)C)O)O)OC(=O)C6=CC=CC=C6)(CO4)OC(=O)C)O)C)O. Drug 2: C1=NNC2=C1C(=O)NC=N2. Cell line: BT-549. Synergy scores: CSS=10.7, Synergy_ZIP=-2.40, Synergy_Bliss=0.0455, Synergy_Loewe=0.404, Synergy_HSA=1.41. (5) Drug 1: CC(CN1CC(=O)NC(=O)C1)N2CC(=O)NC(=O)C2. Drug 2: C1=CC(=CC=C1C#N)C(C2=CC=C(C=C2)C#N)N3C=NC=N3. Cell line: UACC62. Synergy scores: CSS=13.0, Synergy_ZIP=-4.91, Synergy_Bliss=-3.37, Synergy_Loewe=-3.17, Synergy_HSA=-2.84. (6) Drug 1: C1CCN(CC1)CCOC2=CC=C(C=C2)C(=O)C3=C(SC4=C3C=CC(=C4)O)C5=CC=C(C=C5)O. Drug 2: CC1C(C(CC(O1)OC2CC(CC3=C2C(=C4C(=C3O)C(=O)C5=C(C4=O)C(=CC=C5)OC)O)(C(=O)C)O)N)O.Cl. Cell line: COLO 205. Synergy scores: CSS=22.8, Synergy_ZIP=7.78, Synergy_Bliss=12.3, Synergy_Loewe=-21.4, Synergy_HSA=7.80. (7) Drug 1: C1=NC2=C(N=C(N=C2N1C3C(C(C(O3)CO)O)F)Cl)N. Drug 2: C(CCl)NC(=O)N(CCCl)N=O. Cell line: OVCAR3. Synergy scores: CSS=5.89, Synergy_ZIP=0.995, Synergy_Bliss=9.57, Synergy_Loewe=5.36, Synergy_HSA=6.47.